From a dataset of Forward reaction prediction with 1.9M reactions from USPTO patents (1976-2016). Predict the product of the given reaction. (1) Given the reactants [CH2:1]([O:8][C:9]1[C:10](=[O:19])[N:11]([CH:16]([CH3:18])[CH3:17])[CH:12]=[C:13](Br)[CH:14]=1)[C:2]1[CH:7]=[CH:6][CH:5]=[CH:4][CH:3]=1.[Cl:20][C:21]1[CH:26]=[CH:25][C:24](B(O)O)=[CH:23][C:22]=1[C:30]([F:33])([F:32])[F:31].C([O-])([O-])=O.[Cs+].[Cs+], predict the reaction product. The product is: [CH2:1]([O:8][C:9]1[C:10](=[O:19])[N:11]([CH:16]([CH3:18])[CH3:17])[CH:12]=[C:13]([C:24]2[CH:25]=[CH:26][C:21]([Cl:20])=[C:22]([C:30]([F:33])([F:32])[F:31])[CH:23]=2)[CH:14]=1)[C:2]1[CH:7]=[CH:6][CH:5]=[CH:4][CH:3]=1. (2) Given the reactants [CH:1](=[C:8]1[CH2:12][N:11]([C:13]([O:15]C(C)(C)C)=O)[C@H:10]([C:20]([OH:22])=O)[CH2:9]1)[C:2]1[CH:7]=[CH:6][CH:5]=[CH:4][CH:3]=1.[C:23]1([C:32]2[CH:37]=[CH:36][CH:35]=[CH:34][CH:33]=2)[CH:28]=[CH:27][C:26](C(Cl)=O)=[CH:25][CH:24]=1.[CH2:38]([N:40]([CH2:44][CH3:45])[CH2:41][CH2:42][NH2:43])[CH3:39], predict the reaction product. The product is: [CH:1](=[C:8]1[CH2:12][N:11]([C:13]([C:35]2[CH:34]=[CH:33][C:32]([C:23]3[CH:24]=[CH:25][CH:26]=[CH:27][CH:28]=3)=[CH:37][CH:36]=2)=[O:15])[C@H:10]([C:20]([NH:43][CH2:42][CH2:41][N:40]([CH2:44][CH3:45])[CH2:38][CH3:39])=[O:22])[CH2:9]1)[C:2]1[CH:3]=[CH:4][CH:5]=[CH:6][CH:7]=1. (3) Given the reactants [O:1]1[CH2:6][CH2:5][CH:4]([CH:7]([NH2:9])[CH3:8])[CH2:3][CH2:2]1.[Br:10][C:11]1[CH:16]=[CH:15][CH:14]=[CH:13][C:12]=1[CH:17]([C:22](=O)[CH3:23])[C:18]([O:20][CH3:21])=[O:19].C(O)(=O)C, predict the reaction product. The product is: [Br:10][C:11]1[CH:16]=[CH:15][CH:14]=[CH:13][C:12]=1/[C:17](=[C:22](/[NH:9][CH:7]([CH:4]1[CH2:5][CH2:6][O:1][CH2:2][CH2:3]1)[CH3:8])\[CH3:23])/[C:18]([O:20][CH3:21])=[O:19]. (4) Given the reactants [N+:1]([C:4]1[CH:9]=[CH:8][C:7]([C:10]2([C:14]#[N:15])[CH2:13][CH2:12][CH2:11]2)=[CH:6][CH:5]=1)([O-])=O.CC1CCCO1.[H][H], predict the reaction product. The product is: [NH2:1][C:4]1[CH:5]=[CH:6][C:7]([C:10]2([C:14]#[N:15])[CH2:13][CH2:12][CH2:11]2)=[CH:8][CH:9]=1. (5) Given the reactants C1([O:7][C:8](=O)[N:9]([C:19]2[CH:24]=[C:23]([O:25][C:26]3[CH:31]=[CH:30][C:29]([NH:32][C:33]([C:35]4([C:38](=[O:47])[NH:39][C:40]5[CH:45]=[CH:44][C:43]([F:46])=[CH:42][CH:41]=5)[CH2:37][CH2:36]4)=[O:34])=[CH:28][C:27]=3[F:48])[CH:22]=[CH:21][N:20]=2)C(OC2C=CC=CC=2)=O)C=CC=CC=1.C(N(CC)CC)C.Cl.[NH:58]1[CH2:61][CH2:60][CH2:59]1, predict the reaction product. The product is: [N:58]1([C:8]([NH:9][C:19]2[CH:24]=[C:23]([O:25][C:26]3[CH:31]=[CH:30][C:29]([NH:32][C:33]([C:35]4([C:38]([NH:39][C:40]5[CH:41]=[CH:42][C:43]([F:46])=[CH:44][CH:45]=5)=[O:47])[CH2:37][CH2:36]4)=[O:34])=[CH:28][C:27]=3[F:48])[CH:22]=[CH:21][N:20]=2)=[O:7])[CH2:61][CH2:60][CH2:59]1. (6) The product is: [Cl:11][C:3]1[CH:4]=[CH:5][C:6]([C:8]([OH:10])=[O:9])=[N:7][C:2]=1[C:17]1[CH:16]=[CH:15][CH:14]=[C:13]([Cl:12])[CH:18]=1. Given the reactants Br[C:2]1[N:7]=[C:6]([C:8]([OH:10])=[O:9])[CH:5]=[CH:4][C:3]=1[Cl:11].[Cl:12][C:13]1[CH:14]=[C:15](B(O)O)[CH:16]=[CH:17][CH:18]=1.C(=O)([O-])[O-].[Cs+].[Cs+], predict the reaction product. (7) The product is: [CH3:19][O:18][C:8]1[C:7]2[N:6]([N:5]=[CH:4][C:3]=2[C:1]#[C:2][C:21]2[CH:22]=[N:23][N:24]([C:27]3[CH:28]=[CH:29][CH:30]=[CH:31][CH:32]=3)[C:25]=2[CH3:26])[CH:11]=[C:10]([C:12]2[CH:13]=[N:14][N:15]([CH3:17])[CH:16]=2)[CH:9]=1. Given the reactants [C:1]([C:3]1[CH:4]=[N:5][N:6]2[CH:11]=[C:10]([C:12]3[CH:13]=[N:14][N:15]([CH3:17])[CH:16]=3)[CH:9]=[C:8]([O:18][CH3:19])[C:7]=12)#[CH:2].I[C:21]1[CH:22]=[N:23][N:24]([C:27]2[CH:32]=[CH:31][CH:30]=[CH:29][CH:28]=2)[C:25]=1[CH3:26].O1C=CC=C1P(C1OC=CC=1)C1OC=CC=1.C(NC(C)C)(C)C, predict the reaction product. (8) Given the reactants [F:1][C:2]([F:14])([F:13])[C:3]1[CH:8]=[CH:7][C:6]([S:9](Cl)(=[O:11])=[O:10])=[CH:5][CH:4]=1.C([O:17][C:18](=[O:40])[C:19]([O:22][C:23]1[CH:28]=[CH:27][C:26]([O:29][C:30]2[CH:35]=[CH:34][CH:33]=[C:32]([CH2:36][NH2:37])[CH:31]=2)=[CH:25][C:24]=1[CH2:38]C)([CH3:21])[CH3:20])C, predict the reaction product. The product is: [CH3:21][C:19]([O:22][C:23]1[CH:28]=[CH:27][C:26]([O:29][C:30]2[CH:35]=[CH:34][CH:33]=[C:32]([CH2:36][NH:37][S:9]([C:6]3[CH:7]=[CH:8][C:3]([C:2]([F:14])([F:13])[F:1])=[CH:4][CH:5]=3)(=[O:11])=[O:10])[CH:31]=2)=[CH:25][C:24]=1[CH3:38])([CH3:20])[C:18]([OH:40])=[O:17]. (9) Given the reactants [CH3:1][CH2:2][N:3]1[C:9]2[N:10]=[C:11]([N:14]3[CH2:19][CH2:18][NH:17][CH2:16][CH2:15]3)[N:12]=[CH:13][C:8]=2[C:6](=[O:7])[C:5]([C:20]([OH:22])=[O:21])=[CH:4]1.[Cl:23][C:24]1[C:29]([Cl:30])=[CH:28][CH:27]=[CH:26][C:25]=1[N:31]=[C:32]=[S:33], predict the reaction product. The product is: [Cl:23][C:24]1[C:29]([Cl:30])=[CH:28][CH:27]=[CH:26][C:25]=1[NH:31][C:32]([N:17]1[CH2:18][CH2:19][N:14]([C:11]2[N:12]=[CH:13][C:8]3[C:6](=[O:7])[C:5]([C:20]([OH:22])=[O:21])=[CH:4][N:3]([CH2:2][CH3:1])[C:9]=3[N:10]=2)[CH2:15][CH2:16]1)=[S:33].